This data is from Full USPTO retrosynthesis dataset with 1.9M reactions from patents (1976-2016). The task is: Predict the reactants needed to synthesize the given product. (1) The reactants are: [NH2:1][C:2]1[CH:9]=[CH:8][C:7]([CH2:10][CH:11]([CH3:13])[CH3:12])=[CH:6][C:3]=1[C:4]#[N:5].[S:14](Cl)(=[O:17])(=[O:16])[NH2:15]. Given the product [C:4]([C:3]1[CH:6]=[C:7]([CH2:10][CH:11]([CH3:13])[CH3:12])[CH:8]=[CH:9][C:2]=1[NH:1][S:14]([NH2:15])(=[O:17])=[O:16])#[N:5], predict the reactants needed to synthesize it. (2) Given the product [CH3:19][C:15]1[CH:14]=[CH:13][CH:12]=[C:11]2[C:16]=1[C:17](=[O:18])[N:8]([C:4]1[CH:3]=[C:2]([O:1][S:54]([C:57]([F:60])([F:59])[F:58])(=[O:56])=[O:55])[CH:7]=[CH:6][CH:5]=1)[C:9]([CH:20]([NH:22][C:23]1[N:31]=[CH:30][N:29]=[C:28]3[C:24]=1[N:25]=[CH:26][N:27]3[CH2:32][O:33][CH2:34][CH2:35][Si:36]([CH3:37])([CH3:39])[CH3:38])[CH3:21])=[N:10]2, predict the reactants needed to synthesize it. The reactants are: [OH:1][C:2]1[CH:3]=[C:4]([N:8]2[C:17](=[O:18])[C:16]3[C:11](=[CH:12][CH:13]=[CH:14][C:15]=3[CH3:19])[N:10]=[C:9]2[CH:20]([NH:22][C:23]2[N:31]=[CH:30][N:29]=[C:28]3[C:24]=2[N:25]=[CH:26][N:27]3[CH2:32][O:33][CH2:34][CH2:35][Si:36]([CH3:39])([CH3:38])[CH3:37])[CH3:21])[CH:5]=[CH:6][CH:7]=1.C(N(CC)CC)C.C1C=CC(N([S:54]([C:57]([F:60])([F:59])[F:58])(=[O:56])=[O:55])[S:54]([C:57]([F:60])([F:59])[F:58])(=[O:56])=[O:55])=CC=1. (3) Given the product [CH:9]1([C:15]([NH:1][CH2:2][CH2:3][C:4]([OH:6])=[O:5])=[O:16])[CH2:14][CH2:13][CH2:12][CH2:11][CH2:10]1, predict the reactants needed to synthesize it. The reactants are: [NH2:1][CH2:2][CH2:3][C:4]([OH:6])=[O:5].[OH-].[Na+].[CH:9]1([C:15](Cl)=[O:16])[CH2:14][CH2:13][CH2:12][CH2:11][CH2:10]1.Cl.